This data is from Forward reaction prediction with 1.9M reactions from USPTO patents (1976-2016). The task is: Predict the product of the given reaction. (1) Given the reactants [CH:1]1([C:6]2[CH:11]=[CH:10][C:9]([CH2:12]O)=[CH:8][C:7]=2[C:14]([F:17])([F:16])[F:15])[CH2:5][CH2:4][CH2:3][CH2:2]1.S(Cl)([Cl:20])=O, predict the reaction product. The product is: [Cl:20][CH2:12][C:9]1[CH:10]=[CH:11][C:6]([CH:1]2[CH2:5][CH2:4][CH2:3][CH2:2]2)=[C:7]([C:14]([F:17])([F:16])[F:15])[CH:8]=1. (2) Given the reactants C(Cl)(Cl)(Cl)Cl.O=[C:7]1[CH2:10][CH:9]([S:11]([O:14][CH2:15][CH2:16][CH2:17][CH3:18])(=[O:13])=[O:12])[CH2:8]1.[C:19]([O:27][CH2:28][CH3:29])(=[O:26])[CH2:20][C:21]([O:23][CH2:24][CH3:25])=[O:22].N1C=CC=CC=1, predict the reaction product. The product is: [CH2:15]([O:14][S:11]([CH:9]1[CH2:10][C:7](=[C:20]([C:21]([O:23][CH2:24][CH3:25])=[O:22])[C:19]([O:27][CH2:28][CH3:29])=[O:26])[CH2:8]1)(=[O:13])=[O:12])[CH2:16][CH2:17][CH3:18]. (3) Given the reactants [Br:1][C:2]1[CH:7]=[CH:6][C:5]([C:8]2[O:12][N:11]=[C:10]([CH3:13])[C:9]=2C(O)=O)=[CH:4][CH:3]=1.C([N:19]([CH2:22]C)CC)C.C1(P(N=[N+]=[N-])(C2C=CC=CC=2)=[O:31])C=CC=CC=1.[C:41]1([C@H:47]([OH:49])[CH3:48])[CH:46]=[CH:45][CH:44]=[CH:43][CH:42]=1, predict the reaction product. The product is: [C:41]1([C@H:47]([O:49][C:22](=[O:31])[NH:19][C:9]2[C:10]([CH3:13])=[N:11][O:12][C:8]=2[C:5]2[CH:4]=[CH:3][C:2]([Br:1])=[CH:7][CH:6]=2)[CH3:48])[CH:46]=[CH:45][CH:44]=[CH:43][CH:42]=1.